Dataset: Reaction yield outcomes from USPTO patents with 853,638 reactions. Task: Predict the reaction yield, written as a fraction of the theoretical maximum amount of product (1.0 means a 100% yield; for example, 0.34 means a 34% yield). The yield is 0.930. The product is [CH3:31][O:32][N:33]([CH3:34])[C:15]([C@@H:12]1[CH2:11][CH2:10][C@H:9]([NH:8][C:6](=[O:7])[O:5][C:1]([CH3:2])([CH3:3])[CH3:4])[CH2:14][CH2:13]1)=[O:17]. The catalyst is C(Cl)Cl. The reactants are [C:1]([O:5][C:6]([NH:8][C@@H:9]1[CH2:14][CH2:13][C@H:12]([C:15]([OH:17])=O)[CH2:11][CH2:10]1)=[O:7])([CH3:4])([CH3:3])[CH3:2].C1N=CN(C(N2C=NC=C2)=O)C=1.Cl.[CH3:31][O:32][NH:33][CH3:34].O.